Dataset: Forward reaction prediction with 1.9M reactions from USPTO patents (1976-2016). Task: Predict the product of the given reaction. (1) Given the reactants Cl.[NH2:2][CH2:3][C:4]1[CH:12]=[CH:11][CH:10]=[C:9]2[C:5]=1[C:6](=[O:22])[N:7]([CH:14]1[CH2:19][CH2:18][C:17](=[O:20])[NH:16][C:15]1=[O:21])[C:8]2=[O:13].N12CCCN=C1CCCCC2.ON1C2C=CC=CC=2N=N1.[Cl:44][C:45]1[CH:50]=[CH:49][C:48]([CH2:51][C:52](O)=[O:53])=[CH:47][CH:46]=1, predict the reaction product. The product is: [Cl:44][C:45]1[CH:50]=[CH:49][C:48]([CH2:51][C:52]([NH:2][CH2:3][C:4]2[CH:12]=[CH:11][CH:10]=[C:9]3[C:5]=2[C:6](=[O:22])[N:7]([CH:14]2[CH2:19][CH2:18][C:17](=[O:20])[NH:16][C:15]2=[O:21])[C:8]3=[O:13])=[O:53])=[CH:47][CH:46]=1. (2) Given the reactants Br[C:2]1[C:3]2[N:4]([N:8]=[C:9]([NH2:11])[N:10]=2)[CH:5]=[CH:6][CH:7]=1.[N:12]1[CH:17]=[CH:16][CH:15]=[C:14](B(O)O)[CH:13]=1, predict the reaction product. The product is: [N:12]1[CH:17]=[CH:16][CH:15]=[C:14]([C:2]2[C:3]3[N:4]([N:8]=[C:9]([NH2:11])[N:10]=3)[CH:5]=[CH:6][CH:7]=2)[CH:13]=1. (3) Given the reactants CC[N:3]([CH:7]([CH3:9])C)[CH:4]([CH3:6])C.C1C=CC2N(O)N=NC=2C=1.CCN=C=NCCCN(C)C.[C:31]1([C:37]2[NH:41][N:40]=[C:39]([C:42]([NH:44][CH2:45][C:46]([OH:48])=O)=[O:43])[CH:38]=2)[CH:36]=[CH:35][CH:34]=[CH:33][CH:32]=1.Cl.[F:50][C:51]1[CH:52]=[C:53]([CH:59]=[C:60]([C:62]([F:65])([F:64])[F:63])[CH:61]=1)[O:54][CH:55]1CNC1.Cl.ClC1C=CC=CC=1OC1CCNCC1, predict the reaction product. The product is: [F:50][C:51]1[CH:52]=[C:53]([CH:59]=[C:60]([C:62]([F:63])([F:64])[F:65])[CH:61]=1)[O:54][CH:55]1[CH2:6][CH2:4][N:3]([C:46](=[O:48])[CH2:45][NH:44][C:42]([C:39]2[CH:38]=[C:37]([C:31]3[CH:32]=[CH:33][CH:34]=[CH:35][CH:36]=3)[NH:41][N:40]=2)=[O:43])[CH2:7][CH2:9]1. (4) Given the reactants Br[C:2]1[CH:7]=[CH:6][C:5]([N:8]2[CH2:12][CH2:11][C@@H:10]3[CH2:13][N:14]([CH3:16])[CH2:15][C@H:9]23)=[CH:4][CH:3]=1.[N:17]1[CH:22]=[C:21](B(O)O)[CH:20]=[N:19][CH:18]=1.C([C:28]1[CH:33]=[CH:32][C:31](B(O)O)=[CH:30][CH:29]=1)#N, predict the reaction product. The product is: [CH3:16][N:14]1[CH2:13][C@@H:10]2[C@@H:9]([N:8]([C:5]3[CH:6]=[CH:7][C:2]([C:28]4[CH:33]=[CH:32][C:31]([C:21]5[CH:22]=[N:17][CH:18]=[N:19][CH:20]=5)=[CH:30][CH:29]=4)=[CH:3][CH:4]=3)[CH2:12][CH2:11]2)[CH2:15]1. (5) The product is: [CH3:1][C:2]1[CH:11]=[C:10]2[C:5]([CH:6]=[CH:7][C:8](=[O:15])[NH:9]2)=[CH:4][CH:3]=1. Given the reactants [CH3:1][C:2]1[CH:11]=[C:10]2[C:5]([CH:6]=[CH:7][CH:8]=[N+:9]2[O-])=[CH:4][CH:3]=1.C(OC(=O)C)(=[O:15])C, predict the reaction product. (6) Given the reactants CS(O[CH2:6][C:7]1[N:11]([C:12]2[CH:17]=[CH:16][C:15]([C:18]([NH:20][CH2:21][CH3:22])=[O:19])=[CH:14][CH:13]=2)[N:10]=[N:9][C:8]=1[C:23]([NH:25][CH:26]1[CH2:28][CH2:27]1)=[O:24])(=O)=O.[O:29]=[C:30]1[C:38]2[C:33](=[CH:34][CH:35]=[CH:36][CH:37]=2)[C:32](=[O:39])[N-:31]1.[K+], predict the reaction product. The product is: [CH:26]1([NH:25][C:23]([C:8]2[N:9]=[N:10][N:11]([C:12]3[CH:17]=[CH:16][C:15]([C:18]([NH:20][CH2:21][CH3:22])=[O:19])=[CH:14][CH:13]=3)[C:7]=2[CH2:6][N:31]2[C:32](=[O:39])[C:33]3[C:38](=[CH:37][CH:36]=[CH:35][CH:34]=3)[C:30]2=[O:29])=[O:24])[CH2:27][CH2:28]1.